This data is from NCI-60 drug combinations with 297,098 pairs across 59 cell lines. The task is: Regression. Given two drug SMILES strings and cell line genomic features, predict the synergy score measuring deviation from expected non-interaction effect. (1) Drug 1: CCC1(CC2CC(C3=C(CCN(C2)C1)C4=CC=CC=C4N3)(C5=C(C=C6C(=C5)C78CCN9C7C(C=CC9)(C(C(C8N6C)(C(=O)OC)O)OC(=O)C)CC)OC)C(=O)OC)O.OS(=O)(=O)O. Drug 2: CC(C)NC(=O)C1=CC=C(C=C1)CNNC.Cl. Cell line: T-47D. Synergy scores: CSS=-1.04, Synergy_ZIP=3.67, Synergy_Bliss=5.82, Synergy_Loewe=-1.07, Synergy_HSA=0.961. (2) Drug 1: CC(C1=C(C=CC(=C1Cl)F)Cl)OC2=C(N=CC(=C2)C3=CN(N=C3)C4CCNCC4)N. Drug 2: CC1C(C(CC(O1)OC2CC(CC3=C2C(=C4C(=C3O)C(=O)C5=C(C4=O)C(=CC=C5)OC)O)(C(=O)CO)O)N)O.Cl. Cell line: RXF 393. Synergy scores: CSS=35.9, Synergy_ZIP=-2.92, Synergy_Bliss=-3.95, Synergy_Loewe=-19.6, Synergy_HSA=-3.22. (3) Drug 1: CC1=C(C=C(C=C1)NC2=NC=CC(=N2)N(C)C3=CC4=NN(C(=C4C=C3)C)C)S(=O)(=O)N.Cl. Drug 2: C1C(C(OC1N2C=NC(=NC2=O)N)CO)O. Cell line: NCI-H460. Synergy scores: CSS=3.18, Synergy_ZIP=-0.964, Synergy_Bliss=2.01, Synergy_Loewe=-5.42, Synergy_HSA=-0.964. (4) Drug 1: C1=CN(C(=O)N=C1N)C2C(C(C(O2)CO)O)O.Cl. Drug 2: CC1=C2C(C(=O)C3(C(CC4C(C3C(C(C2(C)C)(CC1OC(=O)C(C(C5=CC=CC=C5)NC(=O)OC(C)(C)C)O)O)OC(=O)C6=CC=CC=C6)(CO4)OC(=O)C)O)C)O. Cell line: ACHN. Synergy scores: CSS=44.5, Synergy_ZIP=-0.748, Synergy_Bliss=-1.40, Synergy_Loewe=-1.94, Synergy_HSA=-0.790. (5) Drug 1: CC1=C2C(C(=O)C3(C(CC4C(C3C(C(C2(C)C)(CC1OC(=O)C(C(C5=CC=CC=C5)NC(=O)OC(C)(C)C)O)O)OC(=O)C6=CC=CC=C6)(CO4)OC(=O)C)O)C)O. Drug 2: CNC(=O)C1=NC=CC(=C1)OC2=CC=C(C=C2)NC(=O)NC3=CC(=C(C=C3)Cl)C(F)(F)F. Cell line: NCI/ADR-RES. Synergy scores: CSS=2.11, Synergy_ZIP=-4.54, Synergy_Bliss=-6.72, Synergy_Loewe=-10.7, Synergy_HSA=-6.47. (6) Drug 1: C1CCC(C1)C(CC#N)N2C=C(C=N2)C3=C4C=CNC4=NC=N3. Drug 2: CC=C1C(=O)NC(C(=O)OC2CC(=O)NC(C(=O)NC(CSSCCC=C2)C(=O)N1)C(C)C)C(C)C. Synergy scores: CSS=56.0, Synergy_ZIP=0.802, Synergy_Bliss=-0.561, Synergy_Loewe=-60.4, Synergy_HSA=-1.22. Cell line: MALME-3M. (7) Synergy scores: CSS=-2.15, Synergy_ZIP=-2.05, Synergy_Bliss=-5.69, Synergy_Loewe=-7.10, Synergy_HSA=-7.10. Cell line: MALME-3M. Drug 1: C1=CC=C(C(=C1)C(C2=CC=C(C=C2)Cl)C(Cl)Cl)Cl. Drug 2: C#CCC(CC1=CN=C2C(=N1)C(=NC(=N2)N)N)C3=CC=C(C=C3)C(=O)NC(CCC(=O)O)C(=O)O.